This data is from Full USPTO retrosynthesis dataset with 1.9M reactions from patents (1976-2016). The task is: Predict the reactants needed to synthesize the given product. (1) Given the product [CH:25]1([CH2:29][NH:30][C:21]([C:16]2[C:15]([NH:14][C:12]([C:5]3[C:6]4[C:11](=[CH:10][CH:9]=[CH:8][CH:7]=4)[C:2]([CH3:1])=[CH:3][CH:4]=3)=[O:13])=[N:20][CH:19]=[CH:18][N:17]=2)=[O:22])[CH2:28][CH2:27][CH2:26]1, predict the reactants needed to synthesize it. The reactants are: [CH3:1][C:2]1[C:11]2[C:6](=[CH:7][CH:8]=[CH:9][CH:10]=2)[C:5]([C:12]([NH:14][C:15]2[C:16]([C:21](OC)=[O:22])=[N:17][CH:18]=[CH:19][N:20]=2)=[O:13])=[CH:4][CH:3]=1.[CH:25]1([CH2:29][NH2:30])[CH2:28][CH2:27][CH2:26]1. (2) Given the product [Cl:23][C:24]1[C:29]([C:30]([NH:17][C:12]2[CH:13]=[CH:14][CH:15]=[C:16]3[C:11]=2[N:10]=[CH:9][N:8]=[C:7]3[O:6][C:5]2[CH:18]=[CH:19][CH:20]=[C:3]([C:2]([F:1])([F:21])[F:22])[CH:4]=2)=[O:31])=[C:28]([F:33])[C:27]([CH2:34][NH:35][C:36](=[O:42])[C:37]([CH3:40])([CH3:41])[CH2:38][OH:39])=[CH:26][CH:25]=1, predict the reactants needed to synthesize it. The reactants are: [F:1][C:2]([F:22])([F:21])[C:3]1[CH:4]=[C:5]([CH:18]=[CH:19][CH:20]=1)[O:6][C:7]1[C:16]2[C:11](=[C:12]([NH2:17])[CH:13]=[CH:14][CH:15]=2)[N:10]=[CH:9][N:8]=1.[Cl:23][C:24]1[C:29]([C:30](O)=[O:31])=[C:28]([F:33])[C:27]([CH2:34][NH:35][C:36](=[O:42])[C:37]([CH3:41])([CH3:40])[CH2:38][OH:39])=[CH:26][CH:25]=1.C(Cl)(=O)C(Cl)=O.CCN(C(C)C)C(C)C. (3) Given the product [S:26]1[CH:30]=[CH:29][C:28]([CH2:31][C:32]([NH:1][C:2]2[CH:3]=[C:4]([C:8]3[C:16]4[C:11](=[CH:12][CH:13]=[C:14]([C:17]([NH2:19])=[O:18])[CH:15]=4)[NH:10][N:9]=3)[CH:5]=[CH:6][CH:7]=2)=[O:33])=[CH:27]1, predict the reactants needed to synthesize it. The reactants are: [NH2:1][C:2]1[CH:3]=[C:4]([C:8]2[C:16]3[C:11](=[CH:12][CH:13]=[C:14]([C:17]([NH2:19])=[O:18])[CH:15]=3)[N:10](C3CCCCO3)[N:9]=2)[CH:5]=[CH:6][CH:7]=1.[S:26]1[CH:30]=[CH:29][C:28]([CH2:31][C:32](O)=[O:33])=[CH:27]1.CCN=C=NCCCN(C)C. (4) Given the product [CH2:1]([C:3]1[CH2:4][C@H:5]2[C@@H:8]([CH:9]=1)[C:7](=[C:12]([C:11]([O:18][CH3:19])=[O:17])[C:13]([O:15][CH3:16])=[O:14])[CH2:6]2)[CH3:2], predict the reactants needed to synthesize it. The reactants are: [CH2:1]([C:3]1[CH2:4][C@H:5]2[C@@H:8]([CH:9]=1)[C:7](=O)[CH2:6]2)[CH3:2].[C:11]([O:18][CH3:19])(=[O:17])[CH2:12][C:13]([O:15][CH3:16])=[O:14].N1C=CC=CC=1. (5) Given the product [C:25]([C:15]1[C:14]([C:4]2[CH:3]=[CH:10][CH:9]=[CH:8][CH:20]=2)=[CH:13][C:12]2[CH2:11][C:10]3[C:18]([C:17]=2[CH:16]=1)=[CH:19][C:20]([C:21]([CH3:24])([CH3:22])[CH3:23])=[C:8]([C:30]1[CH:35]=[CH:34][CH:33]=[CH:32][CH:31]=1)[CH:9]=3)([CH3:27])([CH3:26])[CH3:28], predict the reactants needed to synthesize it. The reactants are: CO[CH2:3][CH2:4]OC.Br[C:8]1[C:20]([C:21]([CH3:24])([CH3:23])[CH3:22])=[CH:19][C:18]2[C:17]3[C:12](=[CH:13][C:14](Br)=[C:15]([C:25]([CH3:28])([CH3:27])[CH3:26])[CH:16]=3)[CH2:11][C:10]=2[CH:9]=1.[C:30]1(OB(O)O)[CH:35]=[CH:34][CH:33]=[CH:32][CH:31]=1. (6) The reactants are: [C:1](Cl)(=[O:6])[CH2:2][CH:3]([CH3:5])[CH3:4].[NH2:8][C:9]1[C:13]2[CH:14]=[CH:15][CH:16]=[CH:17][C:12]=2[O:11][C:10]=1[C:18]([NH2:20])=[O:19].O. Given the product [CH3:4][CH:3]([CH3:5])[CH2:2][C:1]([NH:8][C:9]1[C:13]2[CH:14]=[CH:15][CH:16]=[CH:17][C:12]=2[O:11][C:10]=1[C:18]([NH2:20])=[O:19])=[O:6], predict the reactants needed to synthesize it. (7) Given the product [C:34]([NH:1][C:2]1[CH:7]=[CH:6][C:5]([F:8])=[CH:4][C:3]=1[C:9]([CH3:33])([CH3:32])[CH2:10][C:11]([OH:31])([C:27]([F:30])([F:29])[F:28])[C:12]([NH:14][C:15]1[CH:16]=[CH:17][C:18]2[C:23](=[O:24])[O:22][N:21]=[C:20]([CH3:25])[C:19]=2[CH:26]=1)=[O:13])(=[O:36])[CH3:35], predict the reactants needed to synthesize it. The reactants are: [NH2:1][C:2]1[CH:7]=[CH:6][C:5]([F:8])=[CH:4][C:3]=1[C:9]([CH3:33])([CH3:32])[CH2:10][C:11]([OH:31])([C:27]([F:30])([F:29])[F:28])[C:12]([NH:14][C:15]1[CH:16]=[CH:17][C:18]2[C:23](=[O:24])[O:22][N:21]=[C:20]([CH3:25])[C:19]=2[CH:26]=1)=[O:13].[C:34](OC(=O)C)(=[O:36])[CH3:35].C(OCC)(=O)C.C(=O)(O)[O-].[Na+]. (8) Given the product [C:1]([NH:4][C:5]1[CH:6]=[C:7]([NH:11][C:12]2[N:17]=[C:16]([NH:18][CH2:19][CH:20]3[CH2:25][CH2:24][CH2:23][N:22]([C:31](=[O:29])[NH2:32])[CH2:21]3)[C:15]([C:26]([NH2:28])=[O:27])=[CH:14][N:13]=2)[CH:8]=[CH:9][CH:10]=1)(=[O:3])[CH3:2], predict the reactants needed to synthesize it. The reactants are: [C:1]([NH:4][C:5]1[CH:6]=[C:7]([NH:11][C:12]2[N:17]=[C:16]([NH:18][CH2:19][CH:20]3[CH2:25][CH2:24][CH2:23][NH:22][CH2:21]3)[C:15]([C:26]([NH2:28])=[O:27])=[CH:14][N:13]=2)[CH:8]=[CH:9][CH:10]=1)(=[O:3])[CH3:2].[O:29]([C:31]#[N:32])[K].